The task is: Predict the reaction yield, written as a fraction of the theoretical maximum amount of product (1.0 means a 100% yield; for example, 0.34 means a 34% yield).. This data is from Reaction yield outcomes from USPTO patents with 853,638 reactions. (1) The reactants are [OH:1][C@@H:2]1[C@H:7]2[C@H:8]3[C@H:18]([CH2:19][CH2:20][C@:5]2([CH3:6])[C:4](=O)[CH2:3]1)[C@:16]1([CH3:17])[C:11](=[CH:12][C:13](=[O:21])[CH2:14][CH2:15]1)[CH2:10][CH2:9]3.[C:23](OC(=O)C)(=[O:25])[CH3:24].[OH2:30]. The catalyst is O1CCCC1.CN(C)C1C=CN=CC=1. The product is [C:23]([O:1][C@@H:2]1[C@H:7]2[C@H:8]3[C@H:18]([CH2:19][CH2:20][C@:5]2([CH3:6])[CH2:4][CH2:3]1)[C@:16]1([CH3:17])[C:11](=[CH:12][C:13](=[O:21])[CH2:14][CH2:15]1)[CH2:10][C:9]3=[O:30])(=[O:25])[CH3:24]. The yield is 0.880. (2) The reactants are [Br:1][C:2]1[C:3]([CH2:10][CH3:11])=[C:4]([CH:7]=[CH:8][CH:9]=1)[CH:5]=O.[CH3:12][N+:13]([O-:15])=[O:14]. No catalyst specified. The product is [Br:1][C:2]1[CH:9]=[CH:8][CH:7]=[C:4]([CH:5]=[CH:12][N+:13]([O-:15])=[O:14])[C:3]=1[CH2:10][CH3:11]. The yield is 0.885. (3) The product is [CH3:1][O:2][C:3]1[C:4]([NH:14][C:15]([N:30]2[CH2:31][CH2:32][N:27]([C:23]3[CH:24]=[CH:25][CH:26]=[C:21]([CH3:20])[CH:22]=3)[CH2:28][CH2:29]2)=[O:19])=[N:5][C:6]2[C:11]([N:12]=1)=[CH:10][C:9]([CH3:13])=[CH:8][CH:7]=2. No catalyst specified. The reactants are [CH3:1][O:2][C:3]1[C:4]([NH:14][C:15](=[O:19])OCC)=[N:5][C:6]2[C:11]([N:12]=1)=[CH:10][C:9]([CH3:13])=[CH:8][CH:7]=2.[CH3:20][C:21]1[CH:22]=[C:23]([N:27]2[CH2:32][CH2:31][NH:30][CH2:29][CH2:28]2)[CH:24]=[CH:25][CH:26]=1. The yield is 0.910. (4) The reactants are [Cl:1][C:2]1[N:7]=[C:6](Cl)[CH:5]=[CH:4][N:3]=1.[OH:9][C:10]1[CH:37]=[CH:36][CH:35]=[CH:34][C:11]=1[CH2:12][NH:13][C:14]([NH:16][C:17]1[N:21]([C:22]2[CH:27]=[CH:26][C:25]([CH2:28][CH3:29])=[CH:24][CH:23]=2)[N:20]=[C:19]([C:30]([CH3:33])([CH3:32])[CH3:31])[CH:18]=1)=[O:15].[OH-].[Na+].[Cl-].[NH4+]. The catalyst is CC(C)=O. The product is [Cl:1][C:2]1[N:7]=[C:6]([O:9][C:10]2[CH:37]=[CH:36][CH:35]=[CH:34][C:11]=2[CH2:12][NH:13][C:14]([NH:16][C:17]2[N:21]([C:22]3[CH:27]=[CH:26][C:25]([CH2:28][CH3:29])=[CH:24][CH:23]=3)[N:20]=[C:19]([C:30]([CH3:31])([CH3:33])[CH3:32])[CH:18]=2)=[O:15])[CH:5]=[CH:4][N:3]=1. The yield is 0.890. (5) The reactants are [CH3:1][N:2]1[C:10]2[C:5](=[CH:6][CH:7]=[CH:8][CH:9]=2)[C:4]([CH3:11])=[C:3]1[CH2:12][NH:13][CH3:14].[NH2:15][C:16]1[N:21]=[CH:20][C:19](/[CH:22]=[CH:23]/[C:24]([OH:26])=O)=[CH:18][CH:17]=1.C1C=CC2N(O)N=NC=2C=1.O.C1CCC(N=C=NC2CCCCC2)CC1. The catalyst is CN(C=O)C.C(Cl)Cl. The product is [NH2:15][C:16]1[N:21]=[CH:20][C:19](/[CH:22]=[CH:23]/[C:24]([N:13]([CH2:12][C:3]2[N:2]([CH3:1])[C:10]3[C:5]([C:4]=2[CH3:11])=[CH:6][CH:7]=[CH:8][CH:9]=3)[CH3:14])=[O:26])=[CH:18][CH:17]=1. The yield is 0.830. (6) The reactants are [NH:1]1[C:9]2[C:4](=[CH:5][CH:6]=[CH:7][CH:8]=2)[CH2:3][C:2]1=[O:10].[Br:11]N1C(=O)CCC1=O. The catalyst is C(#N)C. The product is [Br:11][C:6]1[CH:5]=[C:4]2[C:9](=[CH:8][CH:7]=1)[NH:1][C:2](=[O:10])[CH2:3]2. The yield is 0.900. (7) The reactants are [C:1]([NH:5][S:6]([C:9]1[CH:13]=[CH:12][N:11]([CH2:14][CH:15]2[CH2:20][CH2:19][CH2:18][CH2:17][CH2:16]2)[CH:10]=1)(=[O:8])=[O:7])([CH3:4])([CH3:3])[CH3:2].C1C(=O)N([Br:28])C(=O)C1. The catalyst is C1COCC1. The product is [Br:28][C:12]1[N:11]([CH2:14][CH:15]2[CH2:20][CH2:19][CH2:18][CH2:17][CH2:16]2)[CH:10]=[C:9]([S:6]([NH:5][C:1]([CH3:4])([CH3:2])[CH3:3])(=[O:8])=[O:7])[CH:13]=1. The yield is 0.850. (8) The reactants are Cl.[O:2]1[CH:6]=[CH:5][N:4]=[C:3]1[C:7](=[O:17])[CH2:8][CH2:9][CH2:10][CH:11]1[CH2:16][CH2:15][NH:14][CH2:13][CH2:12]1.CCN(CC)CC.[C:25]([CH2:29][C:30](Cl)=[O:31])([CH3:28])([CH3:27])[CH3:26]. The catalyst is C(Cl)Cl. The product is [CH3:26][C:25]([CH3:28])([CH3:27])[CH2:29][C:30]([N:14]1[CH2:15][CH2:16][CH:11]([CH2:10][CH2:9][CH2:8][C:7]([C:3]2[O:2][CH:6]=[CH:5][N:4]=2)=[O:17])[CH2:12][CH2:13]1)=[O:31]. The yield is 0.640. (9) The reactants are [Cl:1][C:2]([F:13])([F:12])[C:3]1[N:8]=[CH:7][C:6]([C:9](=[O:11])[CH3:10])=[CH:5][CH:4]=1.[BH4-].[Na+].Cl. The catalyst is CO. The product is [Cl:1][C:2]([F:12])([F:13])[C:3]1[N:8]=[CH:7][C:6]([CH:9]([OH:11])[CH3:10])=[CH:5][CH:4]=1. The yield is 0.930. (10) The reactants are [CH:1]1([C:6]([C:12]2[CH:17]=[CH:16][CH:15]=[CH:14][CH:13]=2)([OH:11])[C:7]([O:9][CH3:10])=[O:8])[CH2:5][CH2:4][CH2:3][CH2:2]1.[CH3:18][N:19]1[CH2:23]C[CH:21](O)[CH2:20]1.CCCCCCC.CCOC(C)=O. The catalyst is CCO. The product is [CH:1]1([C:6]([C:12]2[CH:17]=[CH:16][CH:15]=[CH:14][CH:13]=2)([OH:11])[C:7]([O:9][CH:10]2[CH2:21][CH2:20][N:19]([CH3:23])[CH2:18]2)=[O:8])[CH2:5][CH2:4][CH2:3][CH2:2]1. The yield is 0.720.